From a dataset of Full USPTO retrosynthesis dataset with 1.9M reactions from patents (1976-2016). Predict the reactants needed to synthesize the given product. Given the product [F:22][C@H:12]1[C@@H:11]([O:10][C:5]2[CH:4]=[CH:3][C:2]([B:23]3[O:27][C:26]([CH3:29])([CH3:28])[C:25]([CH3:31])([CH3:30])[O:24]3)=[CH:9][C:6]=2[C:7]#[N:8])[CH2:16][CH2:15][N:14]([C:17](=[O:21])[C@@H:18]([OH:20])[CH3:19])[CH2:13]1, predict the reactants needed to synthesize it. The reactants are: Br[C:2]1[CH:3]=[CH:4][C:5]([O:10][C@H:11]2[CH2:16][CH2:15][N:14]([C:17](=[O:21])[C@@H:18]([OH:20])[CH3:19])[CH2:13][C@H:12]2[F:22])=[C:6]([CH:9]=1)[C:7]#[N:8].[B:23]1([B:23]2[O:27][C:26]([CH3:29])([CH3:28])[C:25]([CH3:31])([CH3:30])[O:24]2)[O:27][C:26]([CH3:29])([CH3:28])[C:25]([CH3:31])([CH3:30])[O:24]1.C([O-])(=O)C.[K+].